This data is from Forward reaction prediction with 1.9M reactions from USPTO patents (1976-2016). The task is: Predict the product of the given reaction. Given the reactants [CH2:1]([C:3]1[N:8]([C:9]2[CH:14]=[CH:13][C:12]([O:15][CH:16]3[CH2:20][CH2:19][CH:18]([OH:21])[CH2:17]3)=[CH:11][CH:10]=2)[C:7](=[O:22])[C:6]([CH2:23][C:24]2[CH:29]=[CH:28][C:27]([C:30]3[CH:35]=[CH:34][CH:33]=[CH:32][C:31]=3[C:36]3[NH:40][C:39](=[O:41])[O:38][N:37]=3)=[CH:26][CH:25]=2)=[C:5]([CH2:42][CH2:43][CH3:44])[N:4]=1)[CH3:2].CC(OI1(OC(C)=O)(OC(C)=O)OC(=O)C2C1=CC=CC=2)=O, predict the reaction product. The product is: [CH2:1]([C:3]1[N:8]([C:9]2[CH:10]=[CH:11][C:12]([O:15][CH:16]3[CH2:20][CH2:19][C:18](=[O:21])[CH2:17]3)=[CH:13][CH:14]=2)[C:7](=[O:22])[C:6]([CH2:23][C:24]2[CH:29]=[CH:28][C:27]([C:30]3[CH:35]=[CH:34][CH:33]=[CH:32][C:31]=3[C:36]3[NH:40][C:39](=[O:41])[O:38][N:37]=3)=[CH:26][CH:25]=2)=[C:5]([CH2:42][CH2:43][CH3:44])[N:4]=1)[CH3:2].